The task is: Regression. Given two drug SMILES strings and cell line genomic features, predict the synergy score measuring deviation from expected non-interaction effect.. This data is from NCI-60 drug combinations with 297,098 pairs across 59 cell lines. (1) Drug 1: CC1=C(C(=O)C2=C(C1=O)N3CC4C(C3(C2COC(=O)N)OC)N4)N. Drug 2: COCCOC1=C(C=C2C(=C1)C(=NC=N2)NC3=CC=CC(=C3)C#C)OCCOC.Cl. Cell line: SK-OV-3. Synergy scores: CSS=11.1, Synergy_ZIP=-8.12, Synergy_Bliss=-7.08, Synergy_Loewe=-6.54, Synergy_HSA=-4.99. (2) Drug 1: CC1=C(N=C(N=C1N)C(CC(=O)N)NCC(C(=O)N)N)C(=O)NC(C(C2=CN=CN2)OC3C(C(C(C(O3)CO)O)O)OC4C(C(C(C(O4)CO)O)OC(=O)N)O)C(=O)NC(C)C(C(C)C(=O)NC(C(C)O)C(=O)NCCC5=NC(=CS5)C6=NC(=CS6)C(=O)NCCC[S+](C)C)O. Drug 2: C1=CC=C(C(=C1)C(C2=CC=C(C=C2)Cl)C(Cl)Cl)Cl. Cell line: COLO 205. Synergy scores: CSS=-1.49, Synergy_ZIP=10.7, Synergy_Bliss=20.7, Synergy_Loewe=-3.04, Synergy_HSA=1.47. (3) Drug 1: CNC(=O)C1=CC=CC=C1SC2=CC3=C(C=C2)C(=NN3)C=CC4=CC=CC=N4. Drug 2: C1CCC(C(C1)N)N.C(=O)(C(=O)[O-])[O-].[Pt+4]. Cell line: OVCAR-4. Synergy scores: CSS=9.05, Synergy_ZIP=-1.61, Synergy_Bliss=0.900, Synergy_Loewe=-3.72, Synergy_HSA=1.53. (4) Drug 1: C1=NC2=C(N1)C(=S)N=C(N2)N. Drug 2: COCCOC1=C(C=C2C(=C1)C(=NC=N2)NC3=CC=CC(=C3)C#C)OCCOC.Cl. Cell line: UACC-257. Synergy scores: CSS=21.4, Synergy_ZIP=-0.579, Synergy_Bliss=2.09, Synergy_Loewe=-8.27, Synergy_HSA=1.49. (5) Drug 1: CC1=C(C=C(C=C1)NC(=O)C2=CC=C(C=C2)CN3CCN(CC3)C)NC4=NC=CC(=N4)C5=CN=CC=C5. Drug 2: CC(C)(C#N)C1=CC(=CC(=C1)CN2C=NC=N2)C(C)(C)C#N. Cell line: SNB-75. Synergy scores: CSS=-0.660, Synergy_ZIP=0.944, Synergy_Bliss=1.62, Synergy_Loewe=-1.36, Synergy_HSA=-0.693.